Dataset: Forward reaction prediction with 1.9M reactions from USPTO patents (1976-2016). Task: Predict the product of the given reaction. (1) Given the reactants Br[C:2]1[N:3]([CH2:27][CH3:28])[C:4]2[C:9](=[O:10])[N:8]([C:11]3[CH:16]=[C:15]([CH3:17])[C:14](=[O:18])[N:13]([CH3:19])[CH:12]=3)[CH:7]([C:20]3[CH:25]=[CH:24][C:23]([Cl:26])=[CH:22][CH:21]=3)[C:5]=2[N:6]=1.[CH3:29][O:30][C:31]1[C:36](B(O)O)=[CH:35][CH:34]=[CH:33][N:32]=1, predict the reaction product. The product is: [Cl:26][C:23]1[CH:24]=[CH:25][C:20]([CH:7]2[C:5]3[N:6]=[C:2]([C:36]4[C:31]([O:30][CH3:29])=[N:32][CH:33]=[CH:34][CH:35]=4)[N:3]([CH2:27][CH3:28])[C:4]=3[C:9](=[O:10])[N:8]2[C:11]2[CH:16]=[C:15]([CH3:17])[C:14](=[O:18])[N:13]([CH3:19])[CH:12]=2)=[CH:21][CH:22]=1. (2) Given the reactants [NH:1]1[CH2:6][CH2:5][CH:4]([C:7]#[N:8])[CH2:3][CH2:2]1.CC1C=CC(S(O[CH2:20][CH2:21][F:22])(=O)=O)=CC=1.C([O-])([O-])=O.[K+].[K+], predict the reaction product. The product is: [F:22][CH2:21][CH2:20][N:1]1[CH2:6][CH2:5][CH:4]([C:7]#[N:8])[CH2:3][CH2:2]1. (3) Given the reactants [N:1]1([C:7]([N:9]2[CH2:14][CH:13]([C:15]3[CH:20]=[CH:19][C:18]([O:21][C:22]([F:25])([F:24])[F:23])=[CH:17][CH:16]=3)[CH2:12][CH:11]([C:26](O)=[O:27])[CH2:10]2)=[O:8])[CH2:6][CH2:5][O:4][CH2:3][CH2:2]1.O[N:30]=[C:31]([NH2:34])[CH2:32][CH3:33], predict the reaction product. The product is: [CH2:32]([C:31]1[N:34]=[C:26]([CH:11]2[CH2:12][CH:13]([C:15]3[CH:20]=[CH:19][C:18]([O:21][C:22]([F:25])([F:23])[F:24])=[CH:17][CH:16]=3)[CH2:14][N:9]([C:7]([N:1]3[CH2:6][CH2:5][O:4][CH2:3][CH2:2]3)=[O:8])[CH2:10]2)[O:27][N:30]=1)[CH3:33]. (4) Given the reactants [N:1]1([C:6]2[CH:11]=[CH:10][C:9]([C:12]([C:14]3[C:18]4[CH:19]=[C:20]([OH:25])[C:21]([Br:24])=[C:22]([Br:23])[C:17]=4[O:16][CH:15]=3)=[O:13])=[CH:8][CH:7]=2)[CH:5]=[CH:4][N:3]=[CH:2]1.[N+]([O-])(O)=[O:27].O, predict the reaction product. The product is: [N:1]1([C:6]2[CH:11]=[CH:10][C:9]([C:12]([C:14]3[C:18]4[C:19](=[O:27])[C:20](=[O:25])[C:21]([Br:24])=[C:22]([Br:23])[C:17]=4[O:16][CH:15]=3)=[O:13])=[CH:8][CH:7]=2)[CH:5]=[CH:4][N:3]=[CH:2]1. (5) Given the reactants [CH3:1][C:2]1[C:7]([N+:8]([O-:10])=[O:9])=[C:6](O)[CH:5]=[CH:4][N:3]=1.P(Br)(Br)([Br:14])=O.ClCCl, predict the reaction product. The product is: [Br:14][C:6]1[CH:5]=[CH:4][N:3]=[C:2]([CH3:1])[C:7]=1[N+:8]([O-:10])=[O:9]. (6) Given the reactants [CH:1]([C:4]1[CH:9]=[CH:8][C:7]([SH:10])=[CH:6][CH:5]=1)([CH3:3])[CH3:2].Br[CH2:12][C:13]1[CH:18]=[CH:17][C:16]([CH2:19][C:20]([OH:22])=[O:21])=[CH:15][CH:14]=1, predict the reaction product. The product is: [CH:1]([C:4]1[CH:9]=[CH:8][C:7]([S:10][CH2:12][C:13]2[CH:14]=[CH:15][C:16]([CH2:19][C:20]([OH:22])=[O:21])=[CH:17][CH:18]=2)=[CH:6][CH:5]=1)([CH3:3])[CH3:2].